Dataset: Full USPTO retrosynthesis dataset with 1.9M reactions from patents (1976-2016). Task: Predict the reactants needed to synthesize the given product. Given the product [C:15]([Si:12]([CH3:14])([CH3:13])[O:6][CH2:1][CH2:2][CH2:3][C:4]#[CH:5])([CH3:18])([CH3:17])[CH3:16], predict the reactants needed to synthesize it. The reactants are: [CH2:1]([OH:6])[CH2:2][CH2:3][C:4]#[CH:5].N1C=CN=C1.[Si:12](Cl)([C:15]([CH3:18])([CH3:17])[CH3:16])([CH3:14])[CH3:13].